From a dataset of Full USPTO retrosynthesis dataset with 1.9M reactions from patents (1976-2016). Predict the reactants needed to synthesize the given product. (1) Given the product [CH2:1]([O:3][C:4]([C:6]1[C:7]([OH:23])([CH3:24])[C:8]2[C:13]([C:14]=1[C:15]1[CH:20]=[CH:19][CH:18]=[CH:17][CH:16]=1)=[CH:12][CH:11]=[C:10]([O:21][CH3:22])[CH:9]=2)=[O:5])[CH3:2], predict the reactants needed to synthesize it. The reactants are: [CH2:1]([O:3][C:4]([C:6]1[C:7](=[O:23])[C:8]2[C:13]([C:14]=1[C:15]1[CH:20]=[CH:19][CH:18]=[CH:17][CH:16]=1)=[CH:12][CH:11]=[C:10]([O:21][CH3:22])[CH:9]=2)=[O:5])[CH3:2].[CH3:24][Mg]Cl. (2) Given the product [CH:23]1([NH:26][C:27](=[O:54])[C:28]2[CH:33]=[CH:32][C:31]([CH3:34])=[C:30]([N:35]3[CH:40]=[CH:39][N:38]=[C:37]([NH:41][C@@H:42]([C:47]4[CH:52]=[CH:51][CH:50]=[CH:49][CH:48]=4)[C@@H:43]([CH3:46])[CH:44]=[O:45])[C:36]3=[O:53])[CH:29]=2)[CH2:24][CH2:25]1, predict the reactants needed to synthesize it. The reactants are: CC(OI1(OC(C)=O)(OC(C)=O)OC(=O)C2C=CC=CC1=2)=O.[CH:23]1([NH:26][C:27](=[O:54])[C:28]2[CH:33]=[CH:32][C:31]([CH3:34])=[C:30]([N:35]3[CH:40]=[CH:39][N:38]=[C:37]([NH:41][C@@H:42]([C:47]4[CH:52]=[CH:51][CH:50]=[CH:49][CH:48]=4)[C@@H:43]([CH3:46])[CH2:44][OH:45])[C:36]3=[O:53])[CH:29]=2)[CH2:25][CH2:24]1. (3) Given the product [C:1]([O:4][C@H:5]1[C@H:10]([O:11][C:12](=[O:14])[CH3:13])[C@@H:9]([O:15][C:16](=[O:18])[CH3:17])[C@H:8]([C:19]2[CH:24]=[CH:23][C:22]([Cl:25])=[C:21]([CH2:26][C:27]3[CH:28]=[CH:29][C:30]([CH2:33][CH:34]=[N:50][O:49][CH3:48])=[CH:31][CH:32]=3)[CH:20]=2)[O:7][C@@H:6]1[CH2:36][O:37][C:38](=[O:40])[CH3:39])(=[O:3])[CH3:2], predict the reactants needed to synthesize it. The reactants are: [C:1]([O:4][C@H:5]1[C@H:10]([O:11][C:12](=[O:14])[CH3:13])[C@@H:9]([O:15][C:16](=[O:18])[CH3:17])[C@H:8]([C:19]2[CH:24]=[CH:23][C:22]([Cl:25])=[C:21]([CH2:26][C:27]3[CH:32]=[CH:31][C:30]([CH2:33][CH:34]=O)=[CH:29][CH:28]=3)[CH:20]=2)[O:7][C@@H:6]1[CH2:36][O:37][C:38](=[O:40])[CH3:39])(=[O:3])[CH3:2].N1C=CC=CC=1.Cl.[CH3:48][O:49][NH2:50]. (4) Given the product [N+:13]([C:16]1[CH:21]=[CH:20][CH:19]=[CH:18][C:17]=1[C:4]1[CH:3]=[C:2]([F:1])[CH:7]=[CH:6][C:5]=1[O:8][CH3:9])([O-:15])=[O:14], predict the reactants needed to synthesize it. The reactants are: [F:1][C:2]1[CH:3]=[C:4](B(O)O)[C:5]([O:8][CH3:9])=[CH:6][CH:7]=1.[N+:13]([C:16]1[CH:21]=[CH:20][CH:19]=[CH:18][C:17]=1Br)([O-:15])=[O:14].C(N(CC)CC)C. (5) The reactants are: [OH:1][C:2]1[CH:3]=[C:4]([CH:9]=[C:10]([O:12][C@@H:13]([CH3:17])[CH2:14][O:15][CH3:16])[CH:11]=1)[C:5]([O:7][CH3:8])=[O:6].C(=O)([O-])[O-].[Cs+].[Cs+].Cl[C:25]1[N:26]=[CH:27][C:28]([C:31]([N:33]([CH3:35])[CH3:34])=[O:32])=[N:29][CH:30]=1. Given the product [CH3:34][N:33]([CH3:35])[C:31]([C:28]1[N:29]=[CH:30][C:25]([O:1][C:2]2[CH:3]=[C:4]([CH:9]=[C:10]([O:12][C@@H:13]([CH3:17])[CH2:14][O:15][CH3:16])[CH:11]=2)[C:5]([O:7][CH3:8])=[O:6])=[N:26][CH:27]=1)=[O:32], predict the reactants needed to synthesize it. (6) Given the product [F:28][C:22]1[CH:23]=[CH:24][C:25]([F:27])=[CH:26][C:21]=1[C:9]1[S:8][C:7]([CH2:6][CH2:5][CH2:4][NH2:1])([C:29]2[CH:34]=[CH:33][CH:32]=[CH:31][CH:30]=2)[N:11]([C:12]2[S:13][C:14]3[CH2:15][NH:16][CH2:17][CH2:18][C:19]=3[N:20]=2)[N:10]=1, predict the reactants needed to synthesize it. The reactants are: [N:1]([CH2:4][CH2:5][CH2:6][C:7]1([C:29]2[CH:34]=[CH:33][CH:32]=[CH:31][CH:30]=2)[N:11]([C:12]2[S:13][C:14]3[CH2:15][NH:16][CH2:17][CH2:18][C:19]=3[N:20]=2)[N:10]=[C:9]([C:21]2[CH:26]=[C:25]([F:27])[CH:24]=[CH:23][C:22]=2[F:28])[S:8]1)=[N+]=[N-].Cl.CO.